This data is from Forward reaction prediction with 1.9M reactions from USPTO patents (1976-2016). The task is: Predict the product of the given reaction. (1) Given the reactants [CH2:1]([O:5][C:6]1[N:14]=[C:13]2[C:9]([N:10]=[C:11]([O:23]C)[N:12]2[CH2:15][CH2:16][CH:17]2[CH2:22][CH2:21][O:20][CH2:19][CH2:18]2)=[C:8]([NH2:25])[N:7]=1)[CH2:2][CH2:3][CH3:4].Cl.O.[OH-].[Na+], predict the reaction product. The product is: [NH2:25][C:8]1[N:7]=[C:6]([O:5][CH2:1][CH2:2][CH2:3][CH3:4])[N:14]=[C:13]2[C:9]=1[NH:10][C:11](=[O:23])[N:12]2[CH2:15][CH2:16][CH:17]1[CH2:18][CH2:19][O:20][CH2:21][CH2:22]1. (2) The product is: [CH3:1][O:2][C:3]1[CH:4]=[C:5]2[C:9](=[CH:10][C:11]=1[O:12][CH3:13])[N:8]([CH3:14])[CH:7]=[C:6]2[C:15]1[NH:31][C:18]2=[N:19][CH:20]=[CH:21][C:22]([CH2:23][N:24]3[CH2:29][CH2:28][N:27]([CH3:30])[CH2:26][CH2:25]3)=[C:17]2[CH:16]=1. Given the reactants [CH3:1][O:2][C:3]1[CH:4]=[C:5]2[C:9](=[CH:10][C:11]=1[O:12][CH3:13])[N:8]([CH3:14])[CH:7]=[C:6]2[C:15]1[N:31](S(C2C=CC(C)=CC=2)(=O)=O)[C:18]2=[N:19][CH:20]=[CH:21][C:22]([CH2:23][N:24]3[CH2:29][CH2:28][N:27]([CH3:30])[CH2:26][CH2:25]3)=[C:17]2[CH:16]=1.[OH-].[K+], predict the reaction product. (3) Given the reactants [CH2:1]([O:3][C:4](=[O:30])[C:5](=[CH2:29])[CH2:6][C@H:7]([NH:21][C:22]([O:24][C:25]([CH3:28])([CH3:27])[CH3:26])=[O:23])[CH2:8][C:9]1[CH:14]=[CH:13][C:12]([C:15]2[CH:20]=[CH:19][CH:18]=[CH:17][CH:16]=2)=[CH:11][CH:10]=1)[CH3:2].C(O)C.[H][H], predict the reaction product. The product is: [CH2:1]([O:3][C:4](=[O:30])[CH:5]([CH3:29])[CH2:6][CH:7]([NH:21][C:22]([O:24][C:25]([CH3:28])([CH3:27])[CH3:26])=[O:23])[CH2:8][C:9]1[CH:14]=[CH:13][C:12]([C:15]2[CH:20]=[CH:19][CH:18]=[CH:17][CH:16]=2)=[CH:11][CH:10]=1)[CH3:2]. (4) Given the reactants [CH2:1]([N:4]1[CH:8]=[CH:7][CH:6]=[N:5]1)[C:2]#[CH:3].[Cl:9][C:10]1[CH:15]=[CH:14][C:13](/[C:16](/[C:33]2[CH:38]=[CH:37][C:36](I)=[CH:35][CH:34]=2)=[CH:17]/[CH2:18][O:19][C:20]2[CH:31]=[CH:30][C:23]([O:24][CH2:25][C:26]([O:28][CH3:29])=[O:27])=[C:22]([CH3:32])[CH:21]=2)=[CH:12][CH:11]=1, predict the reaction product. The product is: [Cl:9][C:10]1[CH:11]=[CH:12][C:13](/[C:16](/[C:33]2[CH:34]=[CH:35][C:36]([C:3]#[C:2][CH2:1][N:4]3[CH:8]=[CH:7][CH:6]=[N:5]3)=[CH:37][CH:38]=2)=[CH:17]/[CH2:18][O:19][C:20]2[CH:31]=[CH:30][C:23]([O:24][CH2:25][C:26]([O:28][CH3:29])=[O:27])=[C:22]([CH3:32])[CH:21]=2)=[CH:14][CH:15]=1. (5) Given the reactants [CH3:1][C:2]1[C:6]([CH:7]=O)=[C:5]([CH3:9])[N:4]([S:10]([C:13]2[CH:18]=[CH:17][C:16]([CH3:19])=[CH:15][CH:14]=2)(=[O:12])=[O:11])[N:3]=1.Cl.[NH2:21][CH2:22][CH:23]([C:30]1[CH:35]=[C:34]([F:36])[CH:33]=[C:32]([F:37])[C:31]=1[F:38])[CH2:24][C:25](OCC)=[O:26].FC1C(F)=CC(F)=CC=1C=CC(OCC)=O.C(N(CC)CC)C.[BH-](OC(C)=O)(OC(C)=O)OC(C)=O.[Na+], predict the reaction product. The product is: [CH3:1][C:2]1[C:6]([CH2:7][N:21]2[CH2:22][CH:23]([C:30]3[CH:35]=[C:34]([F:36])[CH:33]=[C:32]([F:37])[C:31]=3[F:38])[CH2:24][C:25]2=[O:26])=[C:5]([CH3:9])[N:4]([S:10]([C:13]2[CH:18]=[CH:17][C:16]([CH3:19])=[CH:15][CH:14]=2)(=[O:12])=[O:11])[N:3]=1. (6) Given the reactants [CH3:1][O:2][C:3]1[CH:11]=[C:10]2[C:6]([CH:7]=[N:8][NH:9]2)=[CH:5][C:4]=1[NH:12][C:13]1[C:14]2[C:21]3[CH2:22][CH2:23][CH:24]([C:26](O)=[O:27])[CH2:25][C:20]=3[S:19][C:15]=2[N:16]=[CH:17][N:18]=1.[CH3:29][C@@H:30]1[CH2:34][CH2:33][C@@H:32]([CH3:35])[NH:31]1, predict the reaction product. The product is: [CH3:29][C@@H:30]1[CH2:34][CH2:33][C@@H:32]([CH3:35])[N:31]1[C:26]([CH:24]1[CH2:23][CH2:22][C:21]2[C:14]3[C:13]([NH:12][C:4]4[CH:5]=[C:6]5[C:10](=[CH:11][C:3]=4[O:2][CH3:1])[NH:9][N:8]=[CH:7]5)=[N:18][CH:17]=[N:16][C:15]=3[S:19][C:20]=2[CH2:25]1)=[O:27]. (7) Given the reactants Br.Br.Br[CH2:4][C:5]([CH2:10]Br)([CH2:8][NH2:9])[CH2:6][NH2:7].[OH-].[Na+].[C:14]([O-:17])([O-:16])=O.[Na+].[Na+].[C:20](O[C:20]([O:22][C:23]([CH3:26])([CH3:25])[CH3:24])=[O:21])([O:22][C:23]([CH3:26])([CH3:25])[CH3:24])=[O:21], predict the reaction product. The product is: [CH2:6]1[C:5]2([CH2:10][N:9]([C:14]([O:17][C:5]([CH3:8])([CH3:6])[CH3:4])=[O:16])[CH2:8]2)[CH2:4][N:7]1[C:20]([O:22][C:23]([CH3:26])([CH3:24])[CH3:25])=[O:21]. (8) Given the reactants Br[C:2]1[CH:3]=[N:4][CH:5]=[CH:6][C:7]=1[C:8]1[N:9]=[C:10]([NH:13][C:14]2[CH:19]=[CH:18][CH:17]=[C:16]([CH3:20])[CH:15]=2)[S:11][CH:12]=1.C[Si]([C:25]#[CH:26])(C)C.CCCC[N+](CCCC)(CCCC)CCCC.[F-], predict the reaction product. The product is: [C:25]([C:2]1[CH:3]=[N:4][CH:5]=[CH:6][C:7]=1[C:8]1[N:9]=[C:10]([NH:13][C:14]2[CH:19]=[CH:18][CH:17]=[C:16]([CH3:20])[CH:15]=2)[S:11][CH:12]=1)#[CH:26]. (9) Given the reactants [C:1]([C:3]1[C:4]([N:12]=[CH:13][N:14](C)C)=[N:5][C:6]([CH:9]([CH3:11])[CH3:10])=[CH:7][CH:8]=1)#[N:2].[CH3:17][O:18][C:19](=[O:35])[C:20]1[CH:25]=[CH:24][C:23]([S:26][C:27]2[CH:32]=[CH:31][C:30]([OH:33])=[CH:29][CH:28]=2)=[C:22](N)[CH:21]=1.CCOC(C)=O.C([O-])([O-])=O.[K+].[K+], predict the reaction product. The product is: [CH3:17][O:18][C:19](=[O:35])[C:20]1[CH:21]=[CH:22][C:23]([S:26][C:27]2[CH:32]=[CH:31][C:30]([OH:33])=[CH:29][CH:28]=2)=[C:24]([NH:2][C:1]2[C:3]3[CH:8]=[CH:7][C:6]([CH:9]([CH3:10])[CH3:11])=[N:5][C:4]=3[N:12]=[CH:13][N:14]=2)[CH:25]=1. (10) The product is: [OH:19][C:16]1[CH:15]=[CH:14][C:13]([C:10]2[C:9]([C:27]3[CH:32]=[CH:31][CH:30]=[CH:29][CH:28]=3)=[C:8]([C:5]3([C:3]([OH:4])=[O:2])[CH2:7][CH2:6]3)[O:12][N:11]=2)=[CH:18][CH:17]=1. Given the reactants C[O:2][C:3]([C:5]1([C:8]2[O:12][N:11]=[C:10]([C:13]3[CH:18]=[CH:17][C:16]([O:19][Si](C(C)(C)C)(C)C)=[CH:15][CH:14]=3)[C:9]=2[C:27]2[CH:32]=[CH:31][CH:30]=[CH:29][CH:28]=2)[CH2:7][CH2:6]1)=[O:4].[OH-].[Na+], predict the reaction product.